Dataset: Forward reaction prediction with 1.9M reactions from USPTO patents (1976-2016). Task: Predict the product of the given reaction. (1) Given the reactants [CH2:1]([O:3][C:4]([C:6]1[CH:10]=[C:9]([Br:11])[N:8]([C:12]2[CH:17]=[CH:16][CH:15]=[CH:14][CH:13]=2)[C:7]=1[CH2:18]Br)=[O:5])[CH3:2].[CH2:20]([O:22][C:23](=[O:33])[CH2:24][NH:25][C:26]([O:28][C:29]([CH3:32])([CH3:31])[CH3:30])=[O:27])[CH3:21].[H-].[Na+], predict the reaction product. The product is: [CH2:1]([O:3][C:4]([C:6]1[CH:10]=[C:9]([Br:11])[N:8]([C:12]2[CH:17]=[CH:16][CH:15]=[CH:14][CH:13]=2)[C:7]=1[CH2:18][N:25]([C:26]([O:28][C:29]([CH3:30])([CH3:32])[CH3:31])=[O:27])[CH2:24][C:23]([O:22][CH2:20][CH3:21])=[O:33])=[O:5])[CH3:2]. (2) The product is: [CH2:8]([NH:14][C:2]1[CH:7]=[CH:6][CH:5]=[CH:4][CH:3]=1)[CH2:9][CH2:10][CH2:11][CH2:12][CH3:13]. Given the reactants Cl[C:2]1[CH:7]=[CH:6][CH:5]=[CH:4][CH:3]=1.[CH2:8]([NH2:14])[CH2:9][CH2:10][CH2:11][CH2:12][CH3:13].CC([O-])(C)C.[Na+].O(CCCC)CCCC, predict the reaction product. (3) Given the reactants [C:1]([O:4][C@H:5]1[C@H:10]([O:11][C:12](=[O:14])[CH3:13])[C@H:9]([O:15][C:16](=[O:18])[CH3:17])[C@@H:8]([C:19]2[CH:24]=[CH:23][CH:22]=[C:21]([OH:25])[CH:20]=2)[O:7][C@@H:6]1[CH2:26][O:27][C:28](=[O:30])[CH3:29])(=[O:3])[CH3:2].[C:31]([O:34][CH2:35][C@@H:36]1[C@@H:41]([O:42][C:43](=[O:45])[CH3:44])[C@H:40]([O:46][C:47](=[O:49])[CH3:48])[C@H:39]([O:50][C:51](=[O:53])[CH3:52])[C@@H:38](OC(=O)C)[O:37]1)(=[O:33])[CH3:32].B(F)(F)F.CCOCC, predict the reaction product. The product is: [C:28]([O:27][CH2:26][C@@H:6]1[C@@H:5]([O:4][C:1](=[O:3])[CH3:2])[C@H:10]([O:11][C:12](=[O:14])[CH3:13])[C@H:9]([O:15][C:16](=[O:18])[CH3:17])[C@@H:8]([C:19]2[CH:24]=[CH:23][CH:22]=[C:21]([O:25][C@@H:38]3[C@@H:39]([O:50][C:51](=[O:53])[CH3:52])[C@@H:40]([O:46][C:47](=[O:49])[CH3:48])[C@H:41]([O:42][C:43](=[O:45])[CH3:44])[C@@H:36]([CH2:35][O:34][C:31](=[O:33])[CH3:32])[O:37]3)[CH:20]=2)[O:7]1)(=[O:30])[CH3:29]. (4) Given the reactants Br[C:2]1[CH:7]=[CH:6][C:5]([C@H:8]2[CH2:11][C@H:10]([OH:12])[CH2:9]2)=[CH:4][CH:3]=1.[B:13]1([B:13]2[O:17][C:16]([CH3:19])([CH3:18])[C:15]([CH3:21])([CH3:20])[O:14]2)[O:17][C:16]([CH3:19])([CH3:18])[C:15]([CH3:21])([CH3:20])[O:14]1.C([O-])(=O)C.[K+], predict the reaction product. The product is: [CH3:20][C:15]1([CH3:21])[C:16]([CH3:19])([CH3:18])[O:17][B:13]([C:2]2[CH:7]=[CH:6][C:5]([C@H:8]3[CH2:11][C@H:10]([OH:12])[CH2:9]3)=[CH:4][CH:3]=2)[O:14]1. (5) Given the reactants C([O:8][C:9]([C:11]1[CH:16]=[CH:15][C:14]([C:17]2[C:18](=[O:36])[N:19]([CH2:23][CH2:24][N:25]3[CH2:30][CH2:29][CH:28]([C:31]([O:33][CH2:34][CH3:35])=[O:32])[CH2:27][CH2:26]3)[CH:20]=[CH:21][CH:22]=2)=[CH:13][CH:12]=1)=[O:10])C1C=CC=CC=1.[H][H], predict the reaction product. The product is: [CH2:34]([O:33][C:31]([CH:28]1[CH2:27][CH2:26][N:25]([CH2:24][CH2:23][N:19]2[CH:20]=[CH:21][CH:22]=[C:17]([C:14]3[CH:13]=[CH:12][C:11]([C:9]([OH:10])=[O:8])=[CH:16][CH:15]=3)[C:18]2=[O:36])[CH2:30][CH2:29]1)=[O:32])[CH3:35]. (6) Given the reactants [F:1][C:2]1[CH:7]=[CH:6][C:5]([CH:8]([C:14]2[CH:19]=[CH:18][C:17]([F:20])=[CH:16][CH:15]=2)[S:9][CH2:10][C:11]([OH:13])=O)=[CH:4][CH:3]=1.[C:21]1([CH2:27][CH2:28][CH2:29][NH2:30])[CH:26]=[CH:25][CH:24]=[CH:23][CH:22]=1, predict the reaction product. The product is: [F:20][C:17]1[CH:18]=[CH:19][C:14]([CH:8]([C:5]2[CH:4]=[CH:3][C:2]([F:1])=[CH:7][CH:6]=2)[S:9][CH2:10][C:11]([NH:30][CH2:29][CH2:28][CH2:27][C:21]2[CH:26]=[CH:25][CH:24]=[CH:23][CH:22]=2)=[O:13])=[CH:15][CH:16]=1.